This data is from Full USPTO retrosynthesis dataset with 1.9M reactions from patents (1976-2016). The task is: Predict the reactants needed to synthesize the given product. Given the product [OH:8][C:9]1[CH:10]=[CH:11][C:12]([O:13][CH:14]2[CH2:15][N:16]([C:18]3[CH:23]=[CH:22][C:21]([C@@H:24]([NH:26][C:27](=[O:29])[CH3:28])[CH3:25])=[CH:20][CH:19]=3)[CH2:17]2)=[CH:30][CH:31]=1, predict the reactants needed to synthesize it. The reactants are: C([O:8][C:9]1[CH:31]=[CH:30][C:12]([O:13][CH:14]2[CH2:17][N:16]([C:18]3[CH:23]=[CH:22][C:21]([C@@H:24]([NH:26][C:27](=[O:29])[CH3:28])[CH3:25])=[CH:20][CH:19]=3)[CH2:15]2)=[CH:11][CH:10]=1)C1C=CC=CC=1.